Dataset: Forward reaction prediction with 1.9M reactions from USPTO patents (1976-2016). Task: Predict the product of the given reaction. (1) Given the reactants [C:1]([O:5][CH2:6][CH:7]([CH3:9])[CH3:8])(=[O:4])[CH:2]=[CH2:3].C(OCC1C=CC=CC=1)(=O)C=C.C(OCCO)(=O)C=C.[CH3:30][C@@:31]12C(C(C([O-])=O)=C)C[C@H:34]([C:35]1(C)[CH3:36])C[CH2:32]2.C(#N)C=C, predict the reaction product. The product is: [CH3:8][C@@:7]12[CH:6]([O:5][C:1]([CH:2]=[CH2:3])=[O:4])[CH2:32][C@@H:31]([C:35]1([CH3:36])[CH3:34])[CH2:30][CH2:9]2. (2) Given the reactants [CH3:1][O:2][C:3](=[O:34])[C@H:4]([CH:21]1[CH2:24][CH:23]([C:25]([CH3:33])([CH3:32])[O:26][SiH2:27][C:28]([CH3:31])([CH3:30])[CH3:29])[CH2:22]1)[C:5]([NH2:20])([C:7]1[CH:12]=[CH:11][C:10]([CH2:13][CH2:14][C:15]([CH3:18])([CH3:17])[CH3:16])=[C:9]([Cl:19])[CH:8]=1)[CH3:6].C(N(C(C)C)CC)(C)C.[N+:44]([C:47]1[CH:52]=[CH:51][C:50]([O:53][C:54](Cl)=[O:55])=[CH:49][CH:48]=1)([O-:46])=[O:45], predict the reaction product. The product is: [CH3:1][O:2][C:3](=[O:34])[C@H:4]([CH:21]1[CH2:22][CH:23]([C:25]([CH3:33])([CH3:32])[O:26][SiH2:27][C:28]([CH3:31])([CH3:30])[CH3:29])[CH2:24]1)[C:5]([C:7]1[CH:12]=[CH:11][C:10]([CH2:13][CH2:14][C:15]([CH3:18])([CH3:17])[CH3:16])=[C:9]([Cl:19])[CH:8]=1)([NH:20][C:54]([O:53][C:50]1[CH:49]=[CH:48][C:47]([N+:44]([O-:46])=[O:45])=[CH:52][CH:51]=1)=[O:55])[CH3:6]. (3) Given the reactants [CH:1]1([CH2:7][N:8]2[C:16](=[O:17])[C:15]3[N:14]=[C:13]([C:18]4[CH:19]=[C:20]([CH:26]=[CH:27][CH:28]=4)/[CH:21]=[CH:22]/[C:23](O)=[O:24])[NH:12][C:11]=3[N:10]([CH2:29][CH:30]3[CH2:35][CH2:34][CH2:33][CH2:32][CH2:31]3)[C:9]2=[O:36])[CH2:6][CH2:5][CH2:4][CH2:3][CH2:2]1.S(Cl)([Cl:39])=O, predict the reaction product. The product is: [CH:1]1([CH2:7][N:8]2[C:16](=[O:17])[C:15]3[N:14]=[C:13]([C:18]4[CH:19]=[C:20]([CH:26]=[CH:27][CH:28]=4)/[CH:21]=[CH:22]/[C:23]([Cl:39])=[O:24])[NH:12][C:11]=3[N:10]([CH2:29][CH:30]3[CH2:35][CH2:34][CH2:33][CH2:32][CH2:31]3)[C:9]2=[O:36])[CH2:6][CH2:5][CH2:4][CH2:3][CH2:2]1.